This data is from HIV replication inhibition screening data with 41,000+ compounds from the AIDS Antiviral Screen. The task is: Binary Classification. Given a drug SMILES string, predict its activity (active/inactive) in a high-throughput screening assay against a specified biological target. (1) The molecule is O=C(Cn1c2c(c3ccccc31)CCCC2)N1CCOCC1. The result is 0 (inactive). (2) The drug is CCSc1nnc2c(-c3ccccc3)n[nH]c2n1. The result is 0 (inactive).